From a dataset of Full USPTO retrosynthesis dataset with 1.9M reactions from patents (1976-2016). Predict the reactants needed to synthesize the given product. (1) Given the product [F:34][C:31]([F:32])([F:33])[C:28]1[CH:29]=[CH:30][C:25]([CH2:24][O:23][C:21]([CH2:20][C:17]2[CH:16]=[CH:15][C:14]([S:13][CH2:12][C:7]3[CH:8]=[CH:9][CH:10]=[CH:11][C:6]=3[C:5]([OH:35])=[O:4])=[CH:19][CH:18]=2)=[O:22])=[CH:26][CH:27]=1, predict the reactants needed to synthesize it. The reactants are: ClC(Cl)(Cl)C[O:4][C:5](=[O:35])[C:6]1[CH:11]=[CH:10][CH:9]=[CH:8][C:7]=1[CH2:12][S:13][C:14]1[CH:19]=[CH:18][C:17]([CH2:20][C:21]([O:23][CH2:24][C:25]2[CH:30]=[CH:29][C:28]([C:31]([F:34])([F:33])[F:32])=[CH:27][CH:26]=2)=[O:22])=[CH:16][CH:15]=1.CC(O)=O.C(Cl)Cl. (2) Given the product [Br:1][C:2]1[CH:7]=[CH:6][C:5]([F:8])=[C:4]([NH2:9])[CH:3]=1, predict the reactants needed to synthesize it. The reactants are: [Br:1][C:2]1[CH:7]=[CH:6][C:5]([F:8])=[C:4]([N+:9]([O-])=O)[CH:3]=1.C(O)(=O)C. (3) Given the product [Br:1][C:2]1[CH:3]=[C:4]([CH:7]=[CH:8][CH:9]=1)[CH2:5][N:10]1[CH:14]=[N:13][CH:12]=[N:11]1, predict the reactants needed to synthesize it. The reactants are: [Br:1][C:2]1[CH:3]=[C:4]([CH:7]=[CH:8][CH:9]=1)[CH2:5]Br.[NH:10]1[CH:14]=[N:13][CH:12]=[N:11]1.C(=O)([O-])[O-].[K+].[K+].C(OCC)(=O)C. (4) The reactants are: I[C:2]1[CH:3]=[C:4]([CH:13]=[CH:14][CH:15]=1)[O:5][CH2:6][CH2:7][N:8]1[CH2:12][CH2:11][CH2:10][CH2:9]1.[Cl:16][C:17]1[CH:22]=[CH:21][C:20]([C:23]2[CH:24]=[CH:25][C:26]([C:29]#[CH:30])=[N:27][CH:28]=2)=[CH:19][CH:18]=1. Given the product [Cl:16][C:17]1[CH:18]=[CH:19][C:20]([C:23]2[CH:24]=[CH:25][C:26]([C:29]#[C:30][C:2]3[CH:15]=[CH:14][CH:13]=[C:4]([O:5][CH2:6][CH2:7][N:8]4[CH2:12][CH2:11][CH2:10][CH2:9]4)[CH:3]=3)=[N:27][CH:28]=2)=[CH:21][CH:22]=1, predict the reactants needed to synthesize it. (5) Given the product [CH3:38][O:37][C@@H:35]([CH3:36])[CH2:34][N:10]1[CH2:11][C@@H:7]([C:1]2[CH:2]=[CH:3][CH:4]=[CH:5][CH:6]=2)[C@H:8]([NH:12][C:13](=[O:19])[O:14][C:15]([CH3:16])([CH3:18])[CH3:17])[CH2:9]1, predict the reactants needed to synthesize it. The reactants are: [C:1]1([C@@H:7]2[CH2:11][NH:10][CH2:9][C@H:8]2[NH:12][C:13](=[O:19])[O:14][C:15]([CH3:18])([CH3:17])[CH3:16])[CH:6]=[CH:5][CH:4]=[CH:3][CH:2]=1.CCN(C(C)C)C(C)C.CS(O[CH2:34][C@@H:35]([O:37][CH3:38])[CH3:36])(=O)=O.O. (6) Given the product [F:8][C:5]1[C:4]([F:9])=[CH:3][C:2]([C:48]2[S:47][N:46]=[C:45]([CH3:44])[CH:49]=2)=[CH:7][N:6]=1, predict the reactants needed to synthesize it. The reactants are: Cl[C:2]1[CH:3]=[C:4]([F:9])[C:5]([F:8])=[N:6][CH:7]=1.CC(C1C=C(C(C)C)C(C2C=CC=CC=2P(C2CCCCC2)C2CCCCC2)=C(C(C)C)C=1)C.[CH3:44][C:45]1[CH:49]=[C:48]([Sn](C)(C)C)[S:47][N:46]=1. (7) Given the product [CH3:1][N:2]([CH3:13])[C:3]1[CH:8]=[CH:7][C:6]([C:15]#[N:16])=[CH:5][C:4]=1[O:10][CH2:11][CH3:12], predict the reactants needed to synthesize it. The reactants are: [CH3:1][N:2]([CH3:13])[C:3]1[CH:8]=[CH:7][C:6](I)=[CH:5][C:4]=1[O:10][CH2:11][CH3:12].O.[CH3:15][N:16](C=O)C. (8) Given the product [Br:17][C:18]1[CH:19]=[C:20]([C:25]2([C:11]3[CH:12]=[C:7]([F:6])[C:8]([O:15][CH3:16])=[C:9]([F:14])[CH:10]=3)[C:33]3[C:34](=[N:35][CH:36]=[CH:37][CH:38]=3)[C:39]([NH2:40])=[N:26]2)[CH:21]=[CH:22][C:23]=1[F:24], predict the reactants needed to synthesize it. The reactants are: C([Li])(C)(C)C.[F:6][C:7]1[CH:12]=[C:11](I)[CH:10]=[C:9]([F:14])[C:8]=1[O:15][CH3:16].[Br:17][C:18]1[CH:19]=[C:20]([C:25]([C:33]2[C:34]([C:39]#[N:40])=[N:35][CH:36]=[CH:37][CH:38]=2)=[N:26]S(C(C)(C)C)=O)[CH:21]=[CH:22][C:23]=1[F:24].Cl.CO. (9) Given the product [N+:14]([C:4]1[CH:5]=[C:6]([C:8]2[CH:9]=[N:10][CH:11]=[CH:12][CH:13]=2)[CH:7]=[C:2]([C:20]2[CH:21]=[CH:22][CH:23]=[CH:24][N:19]=2)[C:3]=1[NH2:17])([O-:16])=[O:15], predict the reactants needed to synthesize it. The reactants are: Br[C:2]1[CH:7]=[C:6]([C:8]2[CH:9]=[N:10][CH:11]=[CH:12][CH:13]=2)[CH:5]=[C:4]([N+:14]([O-:16])=[O:15])[C:3]=1[NH2:17].[Br-].[N:19]1[CH:24]=[CH:23][CH:22]=[CH:21][C:20]=1[Zn+].